Regression. Given a peptide amino acid sequence and an MHC pseudo amino acid sequence, predict their binding affinity value. This is MHC class II binding data. From a dataset of Peptide-MHC class II binding affinity with 134,281 pairs from IEDB. (1) The peptide sequence is SNNGIKQQGIRYANP. The MHC is DRB1_0301 with pseudo-sequence DRB1_0301. The binding affinity (normalized) is 0.133. (2) The binding affinity (normalized) is 0.101. The MHC is DRB1_0301 with pseudo-sequence DRB1_0301. The peptide sequence is VLGVATFFCWMAEVPGTK. (3) The peptide sequence is MTLGMCCIITASILL. The MHC is DRB1_0701 with pseudo-sequence DRB1_0701. The binding affinity (normalized) is 0.808. (4) The peptide sequence is STTENVVNLSNYEDA. The MHC is DRB1_0701 with pseudo-sequence DRB1_0701. The binding affinity (normalized) is 0.295. (5) The peptide sequence is APGDSPNTDGIHIGD. The MHC is HLA-DPA10201-DPB10101 with pseudo-sequence HLA-DPA10201-DPB10101. The binding affinity (normalized) is 0. (6) The peptide sequence is AEGLSGEPKGAAESS. The MHC is HLA-DPA10103-DPB10401 with pseudo-sequence HLA-DPA10103-DPB10401. The binding affinity (normalized) is 0.198. (7) The peptide sequence is GDSYYYSEPTSENNA. The MHC is DRB1_0404 with pseudo-sequence DRB1_0404. The binding affinity (normalized) is 0. (8) The peptide sequence is LCSDKQPCNGVTMND. The MHC is DRB3_0202 with pseudo-sequence DRB3_0202. The binding affinity (normalized) is 0.